Dataset: Catalyst prediction with 721,799 reactions and 888 catalyst types from USPTO. Task: Predict which catalyst facilitates the given reaction. (1) Reactant: [H-].[Na+].[O:3]([CH2:10][C:11]1[S:12][C:13]2[C:14](=[O:21])[NH:15][CH2:16][CH2:17][CH2:18][C:19]=2[N:20]=1)[C:4]1[CH:9]=[CH:8][CH:7]=[CH:6][CH:5]=1.[CH2:22](Br)[C:23]1[CH:28]=[CH:27][CH:26]=[CH:25][CH:24]=1. Product: [O:3]([CH2:10][C:11]1[S:12][C:13]2[C:14](=[O:21])[N:15]([CH2:22][C:23]3[CH:28]=[CH:27][CH:26]=[CH:25][CH:24]=3)[CH2:16][CH2:17][CH2:18][C:19]=2[N:20]=1)[C:4]1[CH:9]=[CH:8][CH:7]=[CH:6][CH:5]=1. The catalyst class is: 18. (2) Reactant: [H-].[Na+].[CH2:3]([C:10]1([CH3:28])[C:15](=[O:16])[N:14]([CH3:17])/[C:13](=[CH:18]\[C:19]2[C:20]([C:25]#[N:26])=[N:21][CH:22]=[CH:23][CH:24]=2)/[C:12](=[O:27])[NH:11]1)[C:4]1[CH:9]=[CH:8][CH:7]=[CH:6][CH:5]=1.[C:29](Cl)(=[O:31])[CH3:30].C(O)(=O)CC(CC(O)=O)(C(O)=O)O. The catalyst class is: 3. Product: [C:29]([N:11]1[C:10]([CH2:3][C:4]2[CH:9]=[CH:8][CH:7]=[CH:6][CH:5]=2)([CH3:28])[C:15](=[O:16])[N:14]([CH3:17])/[C:13](=[CH:18]\[C:19]2[C:20]([C:25]#[N:26])=[N:21][CH:22]=[CH:23][CH:24]=2)/[C:12]1=[O:27])(=[O:31])[CH3:30]. (3) Reactant: Br[C:2]1[N:6]([CH:7]2[CH2:10][O:9][CH2:8]2)[C:5]2[CH:11]([C:26]3[CH:31]=[CH:30][C:29]([Cl:32])=[CH:28][CH:27]=3)[N:12]([C:15]3[CH:16]=[C:17]([CH3:25])[C:18]4[N:22]=[N:21][N:20]([CH3:23])[C:19]=4[CH:24]=3)[C:13](=[O:14])[C:4]=2[N:3]=1.[CH3:33]B1OB(C)OB(C)O1.C([O-])(O)=O.[Na+]. Product: [Cl:32][C:29]1[CH:30]=[CH:31][C:26]([CH:11]2[C:5]3[N:6]([CH:7]4[CH2:10][O:9][CH2:8]4)[C:2]([CH3:33])=[N:3][C:4]=3[C:13](=[O:14])[N:12]2[C:15]2[CH:16]=[C:17]([CH3:25])[C:18]3[N:22]=[N:21][N:20]([CH3:23])[C:19]=3[CH:24]=2)=[CH:27][CH:28]=1. The catalyst class is: 25. (4) Reactant: C([O-])(=O)C.[O:5]=[C:6]1[C@@H:9]([NH3+:10])[CH2:8][NH:7]1.CCN(C(C)C)C(C)C.[CH2:20]([O:29][C:30](N1C=CC=CC1=O)=[O:31])[CH2:21]/[CH:22]=[CH:23]\[CH2:24][CH2:25][CH2:26][CH2:27][CH3:28]. Product: [CH2:20]([O:29][C:30](=[O:31])[NH:10][C@H:9]1[CH2:8][NH:7][C:6]1=[O:5])[CH2:21]/[CH:22]=[CH:23]\[CH2:24][CH2:25][CH2:26][CH2:27][CH3:28]. The catalyst class is: 2. (5) Reactant: [C:1]([O:5][C:6]([NH:8][CH2:9][C:10]1[C:11]([CH2:35][CH:36]([CH3:38])[CH3:37])=[N:12][C:13]2[C:18]([C:19]=1[C:20]1[CH:25]=[CH:24][C:23]([CH3:26])=[CH:22][CH:21]=1)=[CH:17][C:16]([CH2:27][CH2:28][CH2:29][CH2:30][CH2:31][C:32]([OH:34])=[O:33])=[CH:15][CH:14]=2)=[O:7])([CH3:4])([CH3:3])[CH3:2].[C:39](=O)([O-])[O-].[K+].[K+].CI. Product: [C:1]([O:5][C:6]([NH:8][CH2:9][C:10]1[C:11]([CH2:35][CH:36]([CH3:38])[CH3:37])=[N:12][C:13]2[C:18]([C:19]=1[C:20]1[CH:21]=[CH:22][C:23]([CH3:26])=[CH:24][CH:25]=1)=[CH:17][C:16]([CH2:27][CH2:28][CH2:29][CH2:30][CH2:31][C:32]([O:34][CH3:39])=[O:33])=[CH:15][CH:14]=2)=[O:7])([CH3:4])([CH3:3])[CH3:2]. The catalyst class is: 42. (6) Reactant: [CH:1]1([CH2:7][CH2:8][O:9][C:10]2[CH:11]=[C:12]([CH:28]=[CH:29][C:30]=2[F:31])[C:13]([N:15]2[CH2:20][CH2:19][N:18](C(OC(C)(C)C)=O)[CH2:17][CH2:16]2)=[O:14])[CH2:6][CH2:5][CH2:4][CH2:3][CH2:2]1.[ClH:32].CCOC(C)=O. Product: [ClH:32].[CH:1]1([CH2:7][CH2:8][O:9][C:10]2[CH:11]=[C:12]([CH:28]=[CH:29][C:30]=2[F:31])[C:13]([N:15]2[CH2:20][CH2:19][NH:18][CH2:17][CH2:16]2)=[O:14])[CH2:6][CH2:5][CH2:4][CH2:3][CH2:2]1. The catalyst class is: 25.